Dataset: Forward reaction prediction with 1.9M reactions from USPTO patents (1976-2016). Task: Predict the product of the given reaction. Given the reactants [Li]CCCC.C(#N)C.[Li].C(#N)C.[CH3:13][C:14]1([S:17][CH2:16]1)[CH3:15].[OH-:18].[Na+].[CH2:20]1[CH2:24][O:23]CC1, predict the reaction product. The product is: [SH:17][C:14]([CH3:13])([CH3:15])[CH2:16][CH2:20][C:24]([OH:18])=[O:23].